Dataset: Catalyst prediction with 721,799 reactions and 888 catalyst types from USPTO. Task: Predict which catalyst facilitates the given reaction. (1) The catalyst class is: 4. Reactant: [NH2:1][CH2:2][C@H:3]([OH:5])[CH3:4].C(N(CC)CC)C.[C:13](O[C:13]([O:15][C:16]([CH3:19])([CH3:18])[CH3:17])=[O:14])([O:15][C:16]([CH3:19])([CH3:18])[CH3:17])=[O:14].C(=O)([O-])O.[Na+]. Product: [C:16]([O:15][C:13](=[O:14])[NH:1][CH2:2][C@H:3]([OH:5])[CH3:4])([CH3:19])([CH3:18])[CH3:17]. (2) Product: [CH3:24][O:23][C:19]1[CH:20]=[C:15]([C:12]2[S:11][C:10]([NH:9][C:6]3[CH:5]=[CH:4][C:3]([OH:2])=[CH:8][CH:7]=3)=[N:14][CH:13]=2)[CH:16]=[CH:17][CH:18]=1. Reactant: C[O:2][C:3]1[CH:8]=[CH:7][C:6]([NH:9][C:10]2[S:11][C:12]([C:15]3[CH:20]=[CH:19][C:18](OC)=[CH:17][CH:16]=3)=[CH:13][N:14]=2)=[CH:5][CH:4]=1.[OH:23][C:24]1C=CC(NC(N)=S)=CC=1.C(=O)C. The catalyst class is: 61.